This data is from Full USPTO retrosynthesis dataset with 1.9M reactions from patents (1976-2016). The task is: Predict the reactants needed to synthesize the given product. Given the product [CH2:1]([C:5]1[CH:6]=[CH:7][C:8]([C:11]#[C:12][C:13]2[CH:32]=[CH:31][C:16]([CH2:17][N:18]([CH3:30])[C:19]3[CH:20]=[CH:21][C:22]([F:29])=[C:23]([CH:28]=3)[C:24]([OH:26])=[O:25])=[CH:15][CH:14]=2)=[CH:9][CH:10]=1)[CH2:2][CH2:3][CH3:4], predict the reactants needed to synthesize it. The reactants are: [CH2:1]([C:5]1[CH:10]=[CH:9][C:8]([C:11]#[C:12][C:13]2[CH:32]=[CH:31][C:16]([CH2:17][N:18]([CH3:30])[C:19]3[CH:20]=[CH:21][C:22]([F:29])=[C:23]([CH:28]=3)[C:24]([O:26]C)=[O:25])=[CH:15][CH:14]=2)=[CH:7][CH:6]=1)[CH2:2][CH2:3][CH3:4].O.[OH-].[Li+].O.Cl.